Dataset: Reaction yield outcomes from USPTO patents with 853,638 reactions. Task: Predict the reaction yield, written as a fraction of the theoretical maximum amount of product (1.0 means a 100% yield; for example, 0.34 means a 34% yield). (1) The reactants are [O:1]1[CH2:6][CH2:5][CH2:4][O:3][CH:2]1[C:7]1[N:11]([CH3:12])[C:10]([C:13]2[S:21][C:20]3[C:15](=[N:16][CH:17]=[CH:18][C:19]=3Cl)[CH:14]=2)=[N:9][CH:8]=1.[F:23][C:24]1[CH:29]=[C:28]([N+:30]([O-:32])=[O:31])[CH:27]=[CH:26][C:25]=1[OH:33].C([O-])(O)=O.[Na+]. The catalyst is O(C1C=CC=CC=1)C1C=CC=CC=1.C(Cl)Cl. The product is [O:1]1[CH2:6][CH2:5][CH2:4][O:3][CH:2]1[C:7]1[N:11]([CH3:12])[C:10]([C:13]2[S:21][C:20]3[C:15](=[N:16][CH:17]=[CH:18][C:19]=3[O:33][C:25]3[CH:26]=[CH:27][C:28]([N+:30]([O-:32])=[O:31])=[CH:29][C:24]=3[F:23])[CH:14]=2)=[N:9][CH:8]=1. The yield is 0.310. (2) The catalyst is C1COCC1. The reactants are [CH3:1][C@@:2]([S:14]([CH3:17])(=[O:16])=[O:15])([CH2:6][CH2:7][N:8]1[CH:12]=[C:11]([CH3:13])[CH:10]=[N:9]1)[C:3]([OH:5])=O.CN1CCOCC1.[O:25]1[CH2:30][CH2:29][CH2:28][CH2:27][CH:26]1[O:31][NH2:32].O. The yield is 0.680. The product is [CH3:1][C@@:2]([S:14]([CH3:17])(=[O:16])=[O:15])([CH2:6][CH2:7][N:8]1[CH:12]=[C:11]([CH3:13])[CH:10]=[N:9]1)[C:3]([NH:32][O:31][CH:26]1[CH2:27][CH2:28][CH2:29][CH2:30][O:25]1)=[O:5]. (3) The reactants are [OH:1][C:2]1[CH:11]=[C:10]2[C:5]([C:6]([O:12][C:13]3[CH:18]=[CH:17][CH:16]=[CH:15][CH:14]=3)=[N:7][CH:8]=[N:9]2)=[CH:4][C:3]=1[O:19][CH3:20].Cl.Cl[CH2:23][C:24]1[CH:29]=[CH:28][N:27]=[CH:26][CH:25]=1.C(=O)([O-])[O-].[K+].[K+].O. The catalyst is CN(C=O)C. The product is [CH3:20][O:19][C:3]1[CH:4]=[C:5]2[C:10](=[CH:11][C:2]=1[O:1][CH2:23][C:24]1[CH:29]=[CH:28][N:27]=[CH:26][CH:25]=1)[N:9]=[CH:8][N:7]=[C:6]2[O:12][C:13]1[CH:18]=[CH:17][CH:16]=[CH:15][CH:14]=1. The yield is 0.350. (4) The reactants are [N:1]([CH2:4][CH2:5][CH2:6][C:7]1([C:29]2[CH:34]=[CH:33][CH:32]=[CH:31][CH:30]=2)[N:11]([C:12]2[S:13][C:14]3[CH2:15][NH:16][CH2:17][CH2:18][C:19]=3[N:20]=2)[N:10]=[C:9]([C:21]2[CH:26]=[C:25]([F:27])[CH:24]=[CH:23][C:22]=2[F:28])[S:8]1)=[N+:2]=[N-:3].C=O.[C:37](O[BH-](OC(=O)C)OC(=O)C)(=O)C.[Na+].C([O-])([O-])=O.[Na+].[Na+]. The catalyst is ClCCCl. The product is [N:1]([CH2:4][CH2:5][CH2:6][C:7]1([C:29]2[CH:34]=[CH:33][CH:32]=[CH:31][CH:30]=2)[N:11]([C:12]2[S:13][C:14]3[CH2:15][N:16]([CH3:37])[CH2:17][CH2:18][C:19]=3[N:20]=2)[N:10]=[C:9]([C:21]2[CH:26]=[C:25]([F:27])[CH:24]=[CH:23][C:22]=2[F:28])[S:8]1)=[N+:2]=[N-:3]. The yield is 0.890. (5) The reactants are [F:1][C:2]([F:12])([F:11])[C:3]1[CH:9]=[C:8]([Br:10])[CH:7]=[CH:6][C:4]=1[NH2:5].[C:13](OC(=O)C)(=[O:15])[CH3:14]. The catalyst is O1CCCC1. The product is [Br:10][C:8]1[CH:7]=[CH:6][C:4]([NH:5][C:13](=[O:15])[CH3:14])=[C:3]([C:2]([F:1])([F:11])[F:12])[CH:9]=1. The yield is 0.900. (6) The reactants are [C:1]([C:5]1[CH:9]=[C:8]([NH:10][C:11]([NH:13][CH2:14][C:15]2[CH:20]=[C:19]([F:21])[CH:18]=[CH:17][C:16]=2[O:22][C:23]2[CH:24]=[C:25]3[C:29](=[CH:30][CH:31]=2)[N:28]([CH2:32][CH:33](OC)[O:34]C)[N:27]=[CH:26]3)=[O:12])[N:7]([C:38]2[CH:43]=[CH:42][C:41]([CH3:44])=[CH:40][CH:39]=2)[N:6]=1)([CH3:4])([CH3:3])[CH3:2].I[Si](C)(C)C. The catalyst is ClCCl. The product is [C:1]([C:5]1[CH:9]=[C:8]([NH:10][C:11]([NH:13][CH2:14][C:15]2[CH:20]=[C:19]([F:21])[CH:18]=[CH:17][C:16]=2[O:22][C:23]2[CH:24]=[C:25]3[C:29](=[CH:30][CH:31]=2)[N:28]([CH2:32][CH:33]=[O:34])[N:27]=[CH:26]3)=[O:12])[N:7]([C:38]2[CH:43]=[CH:42][C:41]([CH3:44])=[CH:40][CH:39]=2)[N:6]=1)([CH3:4])([CH3:3])[CH3:2]. The yield is 1.00. (7) The reactants are [N+:1]([C:4]1[CH:5]=[C:6]2[C:10](=[CH:11][CH:12]=1)[NH:9][CH:8]=[CH:7]2)([O-:3])=[O:2].O[CH2:14][N:15]1[CH2:19][CH:18]([CH2:20][CH2:21][CH3:22])[CH2:17][C:16]1=[O:23]. The catalyst is C1(C)C=CC=CC=1. The product is [N+:1]([C:4]1[CH:5]=[C:6]2[C:10](=[CH:11][CH:12]=1)[NH:9][CH:8]=[C:7]2[CH2:14][N:15]1[CH2:19][CH:18]([CH2:20][CH2:21][CH3:22])[CH2:17][C:16]1=[O:23])([O-:3])=[O:2]. The yield is 0.440.